Dataset: Full USPTO retrosynthesis dataset with 1.9M reactions from patents (1976-2016). Task: Predict the reactants needed to synthesize the given product. (1) Given the product [CH2:1]([O:3][C:4](=[O:13])[CH2:5][CH:6]1[CH2:11][CH2:10][CH2:9][CH:8]([CH3:12])[CH2:7]1)[CH3:2], predict the reactants needed to synthesize it. The reactants are: [CH2:1]([O:3][C:4](=[O:13])[CH:5]=[C:6]1[CH2:11][CH2:10][CH2:9][CH:8]([CH3:12])[CH2:7]1)[CH3:2].[H][H]. (2) Given the product [C:1]([C:5]1[N:10]=[CH:9][C:8]([C:11]2[N:12]([C:32]([N:34]3[CH2:35][C@@H:36]4[C@@H:38]([CH:37]4[C:40]([N:46]4[CH2:50][CH2:49][CH:48]([OH:51])[CH2:47]4)=[O:41])[CH2:39]3)=[O:33])[C@@:13]([C:25]3[CH:30]=[CH:29][C:28]([Cl:31])=[CH:27][CH:26]=3)([CH3:24])[C@@:14]([C:17]3[CH:22]=[CH:21][C:20]([Cl:23])=[CH:19][CH:18]=3)([CH3:16])[N:15]=2)=[C:7]([O:43][CH2:44][CH3:45])[CH:6]=1)([CH3:2])([CH3:3])[CH3:4], predict the reactants needed to synthesize it. The reactants are: [C:1]([C:5]1[N:10]=[CH:9][C:8]([C:11]2[N:12]([C:32]([N:34]3[CH2:39][C@@H:38]4[C@@H:36]([CH:37]4[C:40](O)=[O:41])[CH2:35]3)=[O:33])[C@@:13]([C:25]3[CH:30]=[CH:29][C:28]([Cl:31])=[CH:27][CH:26]=3)([CH3:24])[C@@:14]([C:17]3[CH:22]=[CH:21][C:20]([Cl:23])=[CH:19][CH:18]=3)([CH3:16])[N:15]=2)=[C:7]([O:43][CH2:44][CH3:45])[CH:6]=1)([CH3:4])([CH3:3])[CH3:2].[NH:46]1[CH2:50][CH2:49][CH:48]([OH:51])[CH2:47]1. (3) Given the product [Cl:3][C:4]1[CH:5]=[CH:6][C:7]2[N:8]([CH2:19][CH:18]([OH:17])[CH2:20][N:43]3[CH2:44][CH2:45][N:40]([CH:34]4[CH2:39][CH2:38][CH2:37][CH2:36][CH2:35]4)[CH2:41][CH2:42]3)[C:9]3[C:14]([C:15]=2[CH:16]=1)=[CH:13][CH:12]=[CH:11][CH:10]=3.[ClH:46], predict the reactants needed to synthesize it. The reactants are: [H-].[Na+].[Cl:3][C:4]1[CH:5]=[CH:6][C:7]2[NH:8][C:9]3[C:14]([C:15]=2[CH:16]=1)=[CH:13][CH:12]=[CH:11][CH:10]=3.[O:17]1[CH2:19][CH:18]1[CH2:20]OS(C1C=CC=C([N+]([O-])=O)C=1)(=O)=O.[CH:34]1([N:40]2[CH2:45][CH2:44][NH:43][CH2:42][CH2:41]2)[CH2:39][CH2:38][CH2:37][CH2:36][CH2:35]1.[ClH:46].